Dataset: NCI-60 drug combinations with 297,098 pairs across 59 cell lines. Task: Regression. Given two drug SMILES strings and cell line genomic features, predict the synergy score measuring deviation from expected non-interaction effect. Drug 1: CCCS(=O)(=O)NC1=C(C(=C(C=C1)F)C(=O)C2=CNC3=C2C=C(C=N3)C4=CC=C(C=C4)Cl)F. Drug 2: CCC1(C2=C(COC1=O)C(=O)N3CC4=CC5=C(C=CC(=C5CN(C)C)O)N=C4C3=C2)O.Cl. Cell line: EKVX. Synergy scores: CSS=-2.05, Synergy_ZIP=0.622, Synergy_Bliss=-1.89, Synergy_Loewe=-2.99, Synergy_HSA=-3.90.